Dataset: Forward reaction prediction with 1.9M reactions from USPTO patents (1976-2016). Task: Predict the product of the given reaction. (1) Given the reactants [NH2:1][C:2]1[CH:3]=[C:4]([C:9]([Br:12])=[CH:10][N:11]=1)[C:5]([O:7][CH3:8])=[O:6].[C:13]([OH:17])([CH3:16])([CH3:15])[CH3:14].[C:18](O[C:18]([O:20][C:21]([CH3:24])([CH3:23])[CH3:22])=[O:19])([O:20][C:21]([CH3:24])([CH3:23])[CH3:22])=[O:19].[CH2:33]([OH:35])C, predict the reaction product. The product is: [C:13]([O:17][C:33]([N:1]([C:18]([O:20][C:21]([CH3:24])([CH3:23])[CH3:22])=[O:19])[C:2]1[CH:3]=[C:4]([C:9]([Br:12])=[CH:10][N:11]=1)[C:5]([O:7][CH3:8])=[O:6])=[O:35])([CH3:16])([CH3:15])[CH3:14]. (2) Given the reactants C([O:4][CH2:5][C:6]1[CH:11]=[CH:10][CH:9]=[C:8]([CH2:12][CH2:13][N:14]2[CH2:18][C@@H:17]([C:19]3[CH:30]=[CH:29][C:22]4[O:23][C:24]([CH3:28])([CH3:27])[O:25][CH2:26][C:21]=4[CH:20]=3)[O:16][C:15]2=[O:31])[CH:7]=1)(=O)C.C[Si](C)(C)[O-].[K+].O.C(OCC)(=O)C, predict the reaction product. The product is: [CH3:27][C:24]1([CH3:28])[O:23][C:22]2[CH:29]=[CH:30][C:19]([C@H:17]3[O:16][C:15](=[O:31])[N:14]([CH2:13][CH2:12][C:8]4[CH:9]=[CH:10][CH:11]=[C:6]([CH2:5][OH:4])[CH:7]=4)[CH2:18]3)=[CH:20][C:21]=2[CH2:26][O:25]1. (3) Given the reactants [Cl:1][C:2]1[C:3]([C:20]2[CH:21]=[N:22][C:23]([C:26]([F:29])([F:28])[F:27])=[N:24][CH:25]=2)=[CH:4][C:5]([CH2:8][N:9]2C(=O)C3C(=CC=CC=3)C2=O)=[N:6][CH:7]=1.NN.O, predict the reaction product. The product is: [Cl:1][C:2]1[C:3]([C:20]2[CH:25]=[N:24][C:23]([C:26]([F:28])([F:29])[F:27])=[N:22][CH:21]=2)=[CH:4][C:5]([CH2:8][NH2:9])=[N:6][CH:7]=1. (4) The product is: [CH2:17]([O:16][C:14]([NH:13][C@H:12]([C:11]([O:10][CH2:5][CH2:6][C:7]([OH:9])=[O:8])=[O:27])[CH:24]([CH3:26])[CH3:25])=[O:15])[C:18]1[CH:19]=[CH:20][CH:21]=[CH:22][CH:23]=1. Given the reactants C([CH:5]([O:10][C:11](=[O:27])[C@H:12]([CH:24]([CH3:26])[CH3:25])[NH:13][C:14]([O:16][CH2:17][C:18]1[CH:23]=[CH:22][CH:21]=[CH:20][CH:19]=1)=[O:15])[CH2:6][C:7]([O-:9])=[O:8])=CCC.[Mn]([O-])(=O)(=O)=O.[K+].Cl, predict the reaction product. (5) Given the reactants C[O:2][C:3](=[O:47])[CH2:4][C@H:5]([OH:46])[CH2:6][C@H:7]([OH:45])[CH2:8][CH2:9][C:10]1[N:11]([CH:42]([CH3:44])[CH3:43])[C:12]([C:29](=[O:41])[NH:30][C:31]2[CH:36]=[CH:35][C:34]([S:37](=[O:40])(=[O:39])[NH2:38])=[CH:33][CH:32]=2)=[C:13]([C:22]2[CH:27]=[CH:26][C:25]([F:28])=[CH:24][CH:23]=2)[C:14]=1[C:15]1[CH:20]=[CH:19][C:18]([F:21])=[CH:17][CH:16]=1.C(O)C.O.[OH-].[Na+:53], predict the reaction product. The product is: [Na+:53].[F:21][C:18]1[CH:19]=[CH:20][C:15]([C:14]2[C:13]([C:22]3[CH:23]=[CH:24][C:25]([F:28])=[CH:26][CH:27]=3)=[C:12]([C:29](=[O:41])[NH:30][C:31]3[CH:36]=[CH:35][C:34]([S:37](=[O:39])(=[O:40])[NH2:38])=[CH:33][CH:32]=3)[N:11]([CH:42]([CH3:44])[CH3:43])[C:10]=2[CH2:9][CH2:8][C@@H:7]([OH:45])[CH2:6][C@@H:5]([OH:46])[CH2:4][C:3]([O-:47])=[O:2])=[CH:16][CH:17]=1.